From a dataset of CYP2C9 inhibition data for predicting drug metabolism from PubChem BioAssay. Regression/Classification. Given a drug SMILES string, predict its absorption, distribution, metabolism, or excretion properties. Task type varies by dataset: regression for continuous measurements (e.g., permeability, clearance, half-life) or binary classification for categorical outcomes (e.g., BBB penetration, CYP inhibition). Dataset: cyp2c9_veith. (1) The drug is CCO.Cn1c2c(c(=O)n(C)c1=O)C1(C(=O)Nc3ccccc31)C(C#N)=C(N)O2. The result is 0 (non-inhibitor). (2) The compound is N#CCCCC[N+]12CN3CN(CN(C3)C1)C2. The result is 0 (non-inhibitor). (3) The compound is COc1cccc(Nc2nc(-c3ccc(O)cc3)cs2)c1. The result is 1 (inhibitor). (4) The compound is O=C(O)c1cc(=O)[nH]c(=S)[nH]1. The result is 0 (non-inhibitor). (5) The molecule is CCC[C@@H]1C[C@@]1(CCC)C(NC(=O)c1ccc(-c2ccccc2)cc1)c1cccc(Cl)c1. The result is 0 (non-inhibitor). (6) The compound is CN1CCN(c2nc3c(c(=O)n(C)c(=O)n3C)n2C)CC1. The result is 0 (non-inhibitor).